This data is from Retrosynthesis with 50K atom-mapped reactions and 10 reaction types from USPTO. The task is: Predict the reactants needed to synthesize the given product. Given the product CCn1nnc(Cn2c(=O)n(C3CCN(C(=O)OC(C)(C)C)CC3)c(=O)c3sc(-c4cccc(F)c4F)cc32)n1, predict the reactants needed to synthesize it. The reactants are: CCn1nnc(Cn2c(=O)n(C3CCN(C(=O)OC(C)(C)C)CC3)c(=O)c3sc(Br)cc32)n1.OB(O)c1cccc(F)c1F.